This data is from Catalyst prediction with 721,799 reactions and 888 catalyst types from USPTO. The task is: Predict which catalyst facilitates the given reaction. Reactant: [CH:1]([N:4]1[C:12]2[C:7](=[CH:8][CH:9]=[C:10]([N+:13]([O-])=O)[CH:11]=2)[C:6]([C:16](=[O:28])[C:17]([NH:19][CH2:20][CH2:21][N:22]2[CH2:27][CH2:26][CH2:25][CH2:24][CH2:23]2)=[O:18])=[CH:5]1)([CH3:3])[CH3:2].O.O.[Cl:31][Sn]Cl.C([O-])(O)=O.[Na+]. Product: [ClH:31].[NH2:13][C:10]1[CH:11]=[C:12]2[C:7]([C:6]([C:16](=[O:28])[C:17]([NH:19][CH2:20][CH2:21][N:22]3[CH2:23][CH2:24][CH2:25][CH2:26][CH2:27]3)=[O:18])=[CH:5][N:4]2[CH:1]([CH3:3])[CH3:2])=[CH:8][CH:9]=1. The catalyst class is: 25.